This data is from Forward reaction prediction with 1.9M reactions from USPTO patents (1976-2016). The task is: Predict the product of the given reaction. (1) Given the reactants COC1C=CC(C[N:8]2[C:16]3[C:11](=[CH:12][CH:13]=[C:14]([C:17]4[O:21][C:20]([CH3:22])=[N:19][CH:18]=4)[CH:15]=3)[C:10]([CH3:24])([CH3:23])[C:9]2=[O:25])=CC=1.FC(F)(F)C(O)=O, predict the reaction product. The product is: [CH3:23][C:10]1([CH3:24])[C:11]2[C:16](=[CH:15][C:14]([C:17]3[O:21][C:20]([CH3:22])=[N:19][CH:18]=3)=[CH:13][CH:12]=2)[NH:8][C:9]1=[O:25]. (2) Given the reactants [N+:1]([C:4]1[CH:9]=[CH:8][C:7]([CH2:10][C:11]([O:13][CH2:14][CH3:15])=[O:12])=[CH:6][CH:5]=1)([O-:3])=[O:2].C(=O)([O-])[O-].[Cs+].[Cs+].I[CH2:23][CH2:24][CH2:25][CH2:26][CH3:27].O, predict the reaction product. The product is: [N+:1]([C:4]1[CH:5]=[CH:6][C:7]([CH:10]([CH2:23][CH2:24][CH2:25][CH2:26][CH3:27])[C:11]([O:13][CH2:14][CH3:15])=[O:12])=[CH:8][CH:9]=1)([O-:3])=[O:2]. (3) Given the reactants [CH3:1][N:2]1[CH2:7][CH2:6][CH:5]([NH:8][C:9]2[CH:14]=[CH:13][C:12]([N+:15]([O-])=O)=[CH:11][CH:10]=2)[CH2:4][CH2:3]1, predict the reaction product. The product is: [CH3:1][N:2]1[CH2:3][CH2:4][CH:5]([NH:8][C:9]2[CH:14]=[CH:13][C:12]([NH2:15])=[CH:11][CH:10]=2)[CH2:6][CH2:7]1. (4) The product is: [F:1][C:2]1[CH:3]=[CH:4][C:5]([O:12][C:13]2[CH:18]=[CH:17][CH:16]=[CH:15][CH:14]=2)=[C:6]([N:8]([CH2:20][C:21]2[CH:40]=[C:39]([O:41][CH3:42])[CH:38]=[CH:37][C:22]=2[O:23][CH2:24][CH2:25][O:26][Si:27]([CH:34]([CH3:36])[CH3:35])([CH:28]([CH3:30])[CH3:29])[CH:31]([CH3:33])[CH3:32])[C:9](=[O:11])[CH3:10])[CH:7]=1. Given the reactants [F:1][C:2]1[CH:3]=[CH:4][C:5]([O:12][C:13]2[CH:18]=[CH:17][CH:16]=[CH:15][CH:14]=2)=[C:6]([NH:8][C:9](=[O:11])[CH3:10])[CH:7]=1.Br[CH2:20][C:21]1[CH:40]=[C:39]([O:41][CH3:42])[CH:38]=[CH:37][C:22]=1[O:23][CH2:24][CH2:25][O:26][Si:27]([CH:34]([CH3:36])[CH3:35])([CH:31]([CH3:33])[CH3:32])[CH:28]([CH3:30])[CH3:29], predict the reaction product.